The task is: Predict the reaction yield, written as a fraction of the theoretical maximum amount of product (1.0 means a 100% yield; for example, 0.34 means a 34% yield).. This data is from Reaction yield outcomes from USPTO patents with 853,638 reactions. The product is [C:1]([O:4][C:5]1[CH:13]=[CH:12][CH:11]=[CH:10][C:6]=1[C:7](=[O:9])[NH:34][C:30]1[S:29][CH:33]=[CH:32][N:31]=1)(=[O:3])[CH3:2]. The catalyst is C(OCC)(=O)C.O.CCOCC. The yield is 0.520. The reactants are [C:1]([O:4][C:5]1[CH:13]=[CH:12][CH:11]=[CH:10][C:6]=1[C:7]([OH:9])=O)(=[O:3])[CH3:2].N1C=CC=CC=1.S(Cl)(Cl)=O.C(=O)(O)[O-].[Na+].[S:29]1[CH:33]=[CH:32][N:31]=[C:30]1[NH2:34].